Dataset: Peptide-MHC class I binding affinity with 185,985 pairs from IEDB/IMGT. Task: Regression. Given a peptide amino acid sequence and an MHC pseudo amino acid sequence, predict their binding affinity value. This is MHC class I binding data. The peptide sequence is HASHYTIPW. The MHC is HLA-A68:23 with pseudo-sequence HLA-A68:23. The binding affinity (normalized) is 0.733.